This data is from Forward reaction prediction with 1.9M reactions from USPTO patents (1976-2016). The task is: Predict the product of the given reaction. Given the reactants [N:1]1([C:7]2[N:14]=[CH:13][CH:12]=[CH:11][C:8]=2[C:9]#[N:10])[CH2:6][CH2:5][NH:4][CH2:3][CH2:2]1.[F:15][C:16]1[CH:21]=[CH:20][C:19]([C:22]2[N:26]=[C:25]([C:27]3[CH:32]=[CH:31][C:30]([F:33])=[CH:29][CH:28]=3)[N:24]([CH2:34][C:35](Cl)=[O:36])[N:23]=2)=[CH:18][CH:17]=1.C(N(CC)CC)C, predict the reaction product. The product is: [F:15][C:16]1[CH:17]=[CH:18][C:19]([C:22]2[N:26]=[C:25]([C:27]3[CH:32]=[CH:31][C:30]([F:33])=[CH:29][CH:28]=3)[N:24]([CH2:34][C:35]([N:4]3[CH2:3][CH2:2][N:1]([C:7]4[N:14]=[CH:13][CH:12]=[CH:11][C:8]=4[C:9]#[N:10])[CH2:6][CH2:5]3)=[O:36])[N:23]=2)=[CH:20][CH:21]=1.